Predict the product of the given reaction. From a dataset of Forward reaction prediction with 1.9M reactions from USPTO patents (1976-2016). (1) Given the reactants B.O1CCCC1.[F:7][C:8]1[CH:13]=[C:12]([OH:14])[CH:11]=[CH:10][C:9]=1[CH2:15][C:16](O)=[O:17].O, predict the reaction product. The product is: [F:7][C:8]1[CH:13]=[C:12]([OH:14])[CH:11]=[CH:10][C:9]=1[CH2:15][CH2:16][OH:17]. (2) Given the reactants C(O)=O.[CH3:4][O:5][C:6]1[CH:7]=[C:8]([CH:11]=[CH:12][C:13]=1[O:14][CH3:15])[CH:9]=O.[CH3:16][C:17]1([CH3:25])[O:24][C:22](=[O:23])[CH2:21][C:19](=[O:20])[O:18]1.Cl, predict the reaction product. The product is: [CH3:4][O:5][C:6]1[CH:7]=[C:8]([CH:11]=[CH:12][C:13]=1[O:14][CH3:15])[CH2:9][CH:21]1[C:22](=[O:23])[O:24][C:17]([CH3:25])([CH3:16])[O:18][C:19]1=[O:20]. (3) Given the reactants [CH3:1][C:2]1[S:3][C:4]2[CH:10]=[CH:9][C:8]([O:11][CH2:12][C@H:13]([OH:21])[CH2:14][N:15]3[CH2:20][CH2:19][NH:18][CH2:17][CH2:16]3)=[CH:7][C:5]=2[N:6]=1.Cl[CH2:23][C:24]([NH:26][C:27]1[CH:28]=[CH:29][C:30]2[S:34][C:33]([CH3:35])=[N:32][C:31]=2[CH:36]=1)=[O:25], predict the reaction product. The product is: [OH:21][C@@H:13]([CH2:12][O:11][C:8]1[CH:9]=[CH:10][C:4]2[S:3][C:2]([CH3:1])=[N:6][C:5]=2[CH:7]=1)[CH2:14][N:15]1[CH2:16][CH2:17][N:18]([CH2:23][C:24]([NH:26][C:27]2[CH:28]=[CH:29][C:30]3[S:34][C:33]([CH3:35])=[N:32][C:31]=3[CH:36]=2)=[O:25])[CH2:19][CH2:20]1. (4) The product is: [C:20]([O:19][C:17](=[O:18])[NH:16][C@@H:13]1[CH2:14][CH2:15][C@H:11]([NH2:10])[CH2:12]1)([CH3:23])([CH3:21])[CH3:22]. Given the reactants C(OC(=O)[NH:10][C@H:11]1[CH2:15][CH2:14][C@@H:13]([NH:16][C:17]([O:19][C:20]([CH3:23])([CH3:22])[CH3:21])=[O:18])[CH2:12]1)C1C=CC=CC=1, predict the reaction product. (5) Given the reactants [Br:1][C:2]1[N:3]=[C:4]2[C:10]([CH2:11][OH:12])=[CH:9][N:8](CO)[C:5]2=[N:6][CH:7]=1.[OH:15]S(O)(=O)=O, predict the reaction product. The product is: [Br:1][C:2]1[N:3]=[C:4]2[C:10]([C:11]([OH:12])=[O:15])=[CH:9][NH:8][C:5]2=[N:6][CH:7]=1. (6) Given the reactants [CH2:1]1[CH2:10][O:9][C:8]2[CH:7]=[CH:6][C:5]([NH:11][C:12]3[N:17]=[C:16]([NH:18][C:19]4[CH:24]=[CH:23][C:22]5[O:25][CH2:26][CH2:27][O:28][C:21]=5[CH:20]=4)[C:15]([C:29]4C=C[CH:32]=[CH:31][CH:30]=4)=[CH:14][N:13]=3)=[CH:4][C:3]=2[O:2]1.C1COC2C=CC(NC3N=C(NC4C=CC5OCCOC=5C=4)C(Br)=CN=3)=CC=2[O:36]1.O1C=CC=C1B(O)O, predict the reaction product. The product is: [CH2:1]1[CH2:10][O:9][C:8]2[CH:7]=[CH:6][C:5]([NH:11][C:12]3[N:17]=[C:16]([NH:18][C:19]4[CH:24]=[CH:23][C:22]5[O:25][CH2:26][CH2:27][O:28][C:21]=5[CH:20]=4)[C:15]([C:29]4[O:36][CH:32]=[CH:31][CH:30]=4)=[CH:14][N:13]=3)=[CH:4][C:3]=2[O:2]1. (7) Given the reactants [CH3:1][O:2][C:3]1[CH:15]=[C:14]([O:16][CH3:17])[CH:13]=[CH:12][C:4]=1[CH2:5][NH:6][C:7]1[S:8][CH:9]=[CH:10][N:11]=1.[H-].[Na+].Cl[S:21]([C:24]1[CH:33]=[CH:32][C:27]([C:28]([O:30][CH3:31])=[O:29])=[C:26]([F:34])[CH:25]=1)(=[O:23])=[O:22].O, predict the reaction product. The product is: [CH3:1][O:2][C:3]1[CH:15]=[C:14]([O:16][CH3:17])[CH:13]=[CH:12][C:4]=1[CH2:5][N:6]([C:7]1[S:8][CH:9]=[CH:10][N:11]=1)[S:21]([C:24]1[CH:33]=[CH:32][C:27]([C:28]([O:30][CH3:31])=[O:29])=[C:26]([F:34])[CH:25]=1)(=[O:22])=[O:23]. (8) Given the reactants [N:1]1[CH:6]=[CH:5][C:4]([NH:7][C:8](=[O:16])OC2C=CC=CC=2)=[CH:3][CH:2]=1.[NH2:17][C:18]1[CH:47]=[CH:46][C:21]([CH2:22][CH:23]2[CH2:28][CH2:27][N:26]([CH2:29][C:30]3[CH:35]=[CH:34][C:33]([C:36]([OH:45])([C:41]([F:44])([F:43])[F:42])[C:37]([F:40])([F:39])[F:38])=[CH:32][CH:31]=3)[CH2:25][CH2:24]2)=[CH:20][CH:19]=1, predict the reaction product. The product is: [F:40][C:37]([F:38])([F:39])[C:36]([C:33]1[CH:32]=[CH:31][C:30]([CH2:29][N:26]2[CH2:25][CH2:24][CH:23]([CH2:22][C:21]3[CH:20]=[CH:19][C:18]([NH:17][C:8]([NH:7][C:4]4[CH:3]=[CH:2][N:1]=[CH:6][CH:5]=4)=[O:16])=[CH:47][CH:46]=3)[CH2:28][CH2:27]2)=[CH:35][CH:34]=1)([OH:45])[C:41]([F:44])([F:43])[F:42]. (9) The product is: [Br:1][C:2]1[CH:3]=[CH:4][C:5]([C@@H:8]([NH:10][CH2:11][CH2:12][C:13]([CH:14]([CH3:16])[CH3:15])([OH:17])[CH2:20][CH:19]=[CH2:18])[CH3:9])=[CH:6][CH:7]=1. Given the reactants [Br:1][C:2]1[CH:7]=[CH:6][C:5]([C@@H:8]([NH:10][CH2:11][CH2:12][C:13](=[O:17])[CH:14]([CH3:16])[CH3:15])[CH3:9])=[CH:4][CH:3]=1.[CH2:18]([Mg]Br)[CH:19]=[CH2:20], predict the reaction product. (10) The product is: [CH2:1]([O:8][C:9]([N:11]1[C:19]2[C:14](=[CH:15][C:16]([N:20]3[CH2:24][C@H:23]([CH2:25][NH:26][C:37](=[O:39])[CH3:38])[O:22][C:21]3=[O:27])=[CH:17][CH:18]=2)[CH2:13][CH:12]1[CH2:28][O:29][Si:30]([C:33]([CH3:36])([CH3:35])[CH3:34])([CH3:31])[CH3:32])=[O:10])[C:2]1[CH:7]=[CH:6][CH:5]=[CH:4][CH:3]=1. Given the reactants [CH2:1]([O:8][C:9]([N:11]1[C:19]2[C:14](=[CH:15][C:16]([N:20]3[CH2:24][CH:23]([CH2:25][NH2:26])[O:22][C:21]3=[O:27])=[CH:17][CH:18]=2)[CH2:13][CH:12]1[CH2:28][O:29][Si:30]([C:33]([CH3:36])([CH3:35])[CH3:34])([CH3:32])[CH3:31])=[O:10])[C:2]1[CH:7]=[CH:6][CH:5]=[CH:4][CH:3]=1.[C:37](OC(=O)C)(=[O:39])[CH3:38], predict the reaction product.